This data is from NCI-60 drug combinations with 297,098 pairs across 59 cell lines. The task is: Regression. Given two drug SMILES strings and cell line genomic features, predict the synergy score measuring deviation from expected non-interaction effect. (1) Drug 1: C1=CC=C(C(=C1)C(C2=CC=C(C=C2)Cl)C(Cl)Cl)Cl. Drug 2: CC1=C(C(=O)C2=C(C1=O)N3CC4C(C3(C2COC(=O)N)OC)N4)N. Cell line: SR. Synergy scores: CSS=63.0, Synergy_ZIP=3.38, Synergy_Bliss=3.95, Synergy_Loewe=-30.3, Synergy_HSA=2.43. (2) Drug 1: C1=CC(=CC=C1CC(C(=O)O)N)N(CCCl)CCCl.Cl. Drug 2: CCCCCOC(=O)NC1=NC(=O)N(C=C1F)C2C(C(C(O2)C)O)O. Cell line: SF-268. Synergy scores: CSS=9.22, Synergy_ZIP=-2.05, Synergy_Bliss=-1.49, Synergy_Loewe=-26.5, Synergy_HSA=-6.10. (3) Drug 1: CC(CN1CC(=O)NC(=O)C1)N2CC(=O)NC(=O)C2. Synergy scores: CSS=12.0, Synergy_ZIP=-1.07, Synergy_Bliss=2.01, Synergy_Loewe=1.96, Synergy_HSA=1.74. Drug 2: CC(C)CN1C=NC2=C1C3=CC=CC=C3N=C2N. Cell line: DU-145. (4) Drug 1: CC1C(C(=O)NC(C(=O)N2CCCC2C(=O)N(CC(=O)N(C(C(=O)O1)C(C)C)C)C)C(C)C)NC(=O)C3=C4C(=C(C=C3)C)OC5=C(C(=O)C(=C(C5=N4)C(=O)NC6C(OC(=O)C(N(C(=O)CN(C(=O)C7CCCN7C(=O)C(NC6=O)C(C)C)C)C)C(C)C)C)N)C. Drug 2: CC1=C(C=C(C=C1)NC(=O)C2=CC=C(C=C2)CN3CCN(CC3)C)NC4=NC=CC(=N4)C5=CN=CC=C5. Cell line: MCF7. Synergy scores: CSS=4.83, Synergy_ZIP=1.67, Synergy_Bliss=2.54, Synergy_Loewe=1.41, Synergy_HSA=-1.07. (5) Drug 1: C(=O)(N)NO. Drug 2: CC12CCC3C(C1CCC2O)C(CC4=C3C=CC(=C4)O)CCCCCCCCCS(=O)CCCC(C(F)(F)F)(F)F. Cell line: MOLT-4. Synergy scores: CSS=6.44, Synergy_ZIP=3.15, Synergy_Bliss=-1.21, Synergy_Loewe=1.68, Synergy_HSA=-0.112. (6) Drug 1: CC1=C2C(C(=O)C3(C(CC4C(C3C(C(C2(C)C)(CC1OC(=O)C(C(C5=CC=CC=C5)NC(=O)OC(C)(C)C)O)O)OC(=O)C6=CC=CC=C6)(CO4)OC(=O)C)OC)C)OC. Drug 2: CC(C1=C(C=CC(=C1Cl)F)Cl)OC2=C(N=CC(=C2)C3=CN(N=C3)C4CCNCC4)N. Cell line: PC-3. Synergy scores: CSS=32.2, Synergy_ZIP=-9.43, Synergy_Bliss=-12.8, Synergy_Loewe=-31.8, Synergy_HSA=-11.3.